This data is from Catalyst prediction with 721,799 reactions and 888 catalyst types from USPTO. The task is: Predict which catalyst facilitates the given reaction. (1) Reactant: [F:1][C:2]1[CH:7]=[CH:6][CH:5]=[C:4]([F:8])[C:3]=1[C:9]1[N:14]=[C:13]([C:15]([NH:17][C:18]2[CH:19]=[N:20][CH:21]=[CH:22][C:23]=2[C@H:24]2[CH2:29][C@@H:28]([NH:30]C(=O)OC(C)(C)C)[C@@H:27]([S:38]([CH3:41])(=[O:40])=[O:39])[C@@H:26]([CH3:42])[CH2:25]2)=[O:16])[CH:12]=[CH:11][C:10]=1[F:43].C(O)(C(F)(F)F)=O. Product: [NH2:30][C@H:28]1[C@@H:27]([S:38]([CH3:41])(=[O:40])=[O:39])[C@@H:26]([CH3:42])[CH2:25][C@@H:24]([C:23]2[CH:22]=[CH:21][N:20]=[CH:19][C:18]=2[NH:17][C:15](=[O:16])[C:13]2[CH:12]=[CH:11][C:10]([F:43])=[C:9]([C:3]3[C:2]([F:1])=[CH:7][CH:6]=[CH:5][C:4]=3[F:8])[N:14]=2)[CH2:29]1. The catalyst class is: 2. (2) The catalyst class is: 1. Product: [NH2:8][C@@H:9]([CH2:13][C:14]1[CH:19]=[CH:18][C:17]([Cl:20])=[CH:16][C:15]=1[Cl:21])[CH2:10][OH:11]. Reactant: [BH4-].[Li+].Cl[Si](C)(C)C.[NH2:8][C@@H:9]([CH2:13][C:14]1[CH:19]=[CH:18][C:17]([Cl:20])=[CH:16][C:15]=1[Cl:21])[C:10](O)=[O:11].[OH-].[Na+].